This data is from TCR-epitope binding with 47,182 pairs between 192 epitopes and 23,139 TCRs. The task is: Binary Classification. Given a T-cell receptor sequence (or CDR3 region) and an epitope sequence, predict whether binding occurs between them. (1) The epitope is KLGGALQAK. The TCR CDR3 sequence is CASSVGEAFF. Result: 1 (the TCR binds to the epitope). (2) The epitope is IVTDFSVIK. The TCR CDR3 sequence is CASSPRRASSYNEQFF. Result: 1 (the TCR binds to the epitope). (3) The epitope is FLYALALLL. The TCR CDR3 sequence is CASSWQGGNGYTF. Result: 1 (the TCR binds to the epitope). (4) The epitope is FLNGSCGSV. The TCR CDR3 sequence is CASSLEAGLGEDTQYF. Result: 1 (the TCR binds to the epitope). (5) The epitope is GTSGSPIVNR. The TCR CDR3 sequence is CASSLQWGNEQFF. Result: 1 (the TCR binds to the epitope). (6) The epitope is SQASSRSSSR. The TCR CDR3 sequence is CASSPNRPATNEKLFF. Result: 0 (the TCR does not bind to the epitope). (7) The epitope is ALSKGVHFV. The TCR CDR3 sequence is CATSDLTRDRVTDTQYF. Result: 1 (the TCR binds to the epitope). (8) The epitope is GTSGSPIVNR. The TCR CDR3 sequence is CASSLVFAGGTSTDTQYF. Result: 1 (the TCR binds to the epitope). (9) The epitope is ILKEPVHGV. The TCR CDR3 sequence is CASSPGDTGANVLTF. Result: 0 (the TCR does not bind to the epitope).